This data is from Forward reaction prediction with 1.9M reactions from USPTO patents (1976-2016). The task is: Predict the product of the given reaction. (1) Given the reactants [N:1]1([S:11]([C:14]2[CH:15]=[C:16]([N:20]3[C:25](=[O:26])[C:24]4=[C:27]([C:30]([OH:32])=O)[S:28][CH:29]=[C:23]4[NH:22][C:21]3=[O:33])[CH:17]=[CH:18][CH:19]=2)(=[O:13])=[O:12])[C:10]2[C:5](=[CH:6][CH:7]=[CH:8][CH:9]=2)[CH2:4][CH2:3][CH2:2]1.Cl.C(N=C=NCCCN(C)C)C.ON1C2C=CC=CC=2N=N1.[C:56](=[N:59]O)([NH2:58])[CH3:57], predict the reaction product. The product is: [N:1]1([S:11]([C:14]2[CH:15]=[C:16]([N:20]3[C:25](=[O:26])[C:24]4=[C:27]([C:30]5[O:32][N:59]=[C:56]([CH3:57])[N:58]=5)[S:28][CH:29]=[C:23]4[NH:22][C:21]3=[O:33])[CH:17]=[CH:18][CH:19]=2)(=[O:12])=[O:13])[C:10]2[C:5](=[CH:6][CH:7]=[CH:8][CH:9]=2)[CH2:4][CH2:3][CH2:2]1. (2) Given the reactants Br[C:2]1[CH:3]=[C:4]2[C:9](=[CH:10][CH:11]=1)[N:8]=[C:7]([Cl:12])[CH:6]=[CH:5]2.[B:13]1([B:13]2[O:17][C:16]([CH3:19])([CH3:18])[C:15]([CH3:21])([CH3:20])[O:14]2)[O:17][C:16]([CH3:19])([CH3:18])[C:15]([CH3:21])([CH3:20])[O:14]1.C([O-])(=O)C.[K+].C(Cl)Cl, predict the reaction product. The product is: [Cl:12][C:7]1[CH:6]=[CH:5][C:4]2[C:9](=[CH:10][CH:11]=[C:2]([B:13]3[O:17][C:16]([CH3:19])([CH3:18])[C:15]([CH3:21])([CH3:20])[O:14]3)[CH:3]=2)[N:8]=1. (3) Given the reactants [H-].[H-].[H-].[H-].[Li+].[Al+3].[CH2:7]([NH:14][C@H:15]1[CH2:20][CH2:19][O:18][C@@H:17]([C:21](OCC)=[O:22])[CH2:16]1)[C:8]1[CH:13]=[CH:12][CH:11]=[CH:10][CH:9]=1, predict the reaction product. The product is: [CH2:7]([NH:14][C@H:15]1[CH2:20][CH2:19][O:18][C@@H:17]([CH2:21][OH:22])[CH2:16]1)[C:8]1[CH:9]=[CH:10][CH:11]=[CH:12][CH:13]=1. (4) Given the reactants [C:1]([C:3]1[CH:8]=[CH:7][C:6]([C@@H:9]2[C:14]([C:15]#[N:16])=[C:13]([CH3:17])[N:12]([C:18]3[CH:23]=[CH:22][CH:21]=[C:20]([C:24]([F:27])([F:26])[F:25])[CH:19]=3)[C:11](=[O:28])[NH:10]2)=[CH:5][CH:4]=1)#[N:2].C(=O)([O-])[O-].[K+].[K+].Br[CH2:36][C:37]([O:39][C:40]([CH3:43])([CH3:42])[CH3:41])=[O:38], predict the reaction product. The product is: [C:40]([O:39][C:37](=[O:38])[CH2:36][N:10]1[C@H:9]([C:6]2[CH:7]=[CH:8][C:3]([C:1]#[N:2])=[CH:4][CH:5]=2)[C:14]([C:15]#[N:16])=[C:13]([CH3:17])[N:12]([C:18]2[CH:23]=[CH:22][CH:21]=[C:20]([C:24]([F:27])([F:25])[F:26])[CH:19]=2)[C:11]1=[O:28])([CH3:43])([CH3:42])[CH3:41].